This data is from Full USPTO retrosynthesis dataset with 1.9M reactions from patents (1976-2016). The task is: Predict the reactants needed to synthesize the given product. The reactants are: [CH2:1]([O:8][C:9]1[CH:14]=[CH:13][C:12]([C:15]([C:17]2[CH:22]=[CH:21][C:20]([O:23][CH3:24])=[CH:19][C:18]=2[OH:25])=[O:16])=[CH:11][CH:10]=1)[C:2]1[CH:7]=[CH:6][CH:5]=[CH:4][CH:3]=1.Br[C:27]([CH3:36])([CH3:35])[C:28]([O:30][C:31]([CH3:34])([CH3:33])[CH3:32])=[O:29].C(=O)([O-])[O-].[K+].[K+].S([O-])([O-])(=O)=O.[Mg+2]. Given the product [CH2:1]([O:8][C:9]1[CH:10]=[CH:11][C:12]([C:15]([C:17]2[CH:22]=[CH:21][C:20]([O:23][CH3:24])=[CH:19][C:18]=2[O:25][C:27]([CH3:36])([CH3:35])[C:28]([O:30][C:31]([CH3:34])([CH3:33])[CH3:32])=[O:29])=[O:16])=[CH:13][CH:14]=1)[C:2]1[CH:7]=[CH:6][CH:5]=[CH:4][CH:3]=1, predict the reactants needed to synthesize it.